Dataset: NCI-60 drug combinations with 297,098 pairs across 59 cell lines. Task: Regression. Given two drug SMILES strings and cell line genomic features, predict the synergy score measuring deviation from expected non-interaction effect. (1) Drug 1: COC1=C2C(=CC3=C1OC=C3)C=CC(=O)O2. Drug 2: CCC1(C2=C(COC1=O)C(=O)N3CC4=CC5=C(C=CC(=C5CN(C)C)O)N=C4C3=C2)O.Cl. Cell line: MDA-MB-231. Synergy scores: CSS=6.94, Synergy_ZIP=-11.2, Synergy_Bliss=-18.6, Synergy_Loewe=-15.2, Synergy_HSA=-9.69. (2) Drug 1: CCCCC(=O)OCC(=O)C1(CC(C2=C(C1)C(=C3C(=C2O)C(=O)C4=C(C3=O)C=CC=C4OC)O)OC5CC(C(C(O5)C)O)NC(=O)C(F)(F)F)O. Drug 2: C1CN(P(=O)(OC1)NCCCl)CCCl. Cell line: SF-539. Synergy scores: CSS=63.7, Synergy_ZIP=9.29, Synergy_Bliss=8.59, Synergy_Loewe=-23.4, Synergy_HSA=8.97. (3) Drug 1: C1CCC(C1)C(CC#N)N2C=C(C=N2)C3=C4C=CNC4=NC=N3. Drug 2: CC1=CC=C(C=C1)C2=CC(=NN2C3=CC=C(C=C3)S(=O)(=O)N)C(F)(F)F. Cell line: SF-539. Synergy scores: CSS=8.79, Synergy_ZIP=-2.26, Synergy_Bliss=2.01, Synergy_Loewe=2.39, Synergy_HSA=3.98. (4) Drug 1: CN(CC1=CN=C2C(=N1)C(=NC(=N2)N)N)C3=CC=C(C=C3)C(=O)NC(CCC(=O)O)C(=O)O. Drug 2: CC1=C(C=C(C=C1)NC(=O)C2=CC=C(C=C2)CN3CCN(CC3)C)NC4=NC=CC(=N4)C5=CN=CC=C5. Cell line: OVCAR3. Synergy scores: CSS=15.5, Synergy_ZIP=24.6, Synergy_Bliss=23.6, Synergy_Loewe=19.9, Synergy_HSA=20.0. (5) Drug 1: CCCS(=O)(=O)NC1=C(C(=C(C=C1)F)C(=O)C2=CNC3=C2C=C(C=N3)C4=CC=C(C=C4)Cl)F. Drug 2: CC1=CC2C(CCC3(C2CCC3(C(=O)C)OC(=O)C)C)C4(C1=CC(=O)CC4)C. Cell line: A498. Synergy scores: CSS=7.68, Synergy_ZIP=-2.18, Synergy_Bliss=-1.62, Synergy_Loewe=-1.39, Synergy_HSA=-1.35. (6) Drug 1: CCC1(CC2CC(C3=C(CCN(C2)C1)C4=CC=CC=C4N3)(C5=C(C=C6C(=C5)C78CCN9C7C(C=CC9)(C(C(C8N6C)(C(=O)OC)O)OC(=O)C)CC)OC)C(=O)OC)O.OS(=O)(=O)O. Drug 2: C1=CC=C(C(=C1)C(C2=CC=C(C=C2)Cl)C(Cl)Cl)Cl. Cell line: NCI-H460. Synergy scores: CSS=-1.07, Synergy_ZIP=1.11, Synergy_Bliss=1.23, Synergy_Loewe=-1.78, Synergy_HSA=-1.57. (7) Drug 1: CNC(=O)C1=CC=CC=C1SC2=CC3=C(C=C2)C(=NN3)C=CC4=CC=CC=N4. Drug 2: C#CCC(CC1=CN=C2C(=N1)C(=NC(=N2)N)N)C3=CC=C(C=C3)C(=O)NC(CCC(=O)O)C(=O)O. Cell line: CAKI-1. Synergy scores: CSS=5.36, Synergy_ZIP=5.36, Synergy_Bliss=-0.291, Synergy_Loewe=-2.29, Synergy_HSA=-1.32. (8) Drug 1: C1=NC2=C(N1)C(=S)N=C(N2)N. Drug 2: CC1=C(C(=CC=C1)Cl)NC(=O)C2=CN=C(S2)NC3=CC(=NC(=N3)C)N4CCN(CC4)CCO. Cell line: EKVX. Synergy scores: CSS=19.5, Synergy_ZIP=-10.6, Synergy_Bliss=-4.87, Synergy_Loewe=-4.56, Synergy_HSA=-2.79.